Dataset: Reaction yield outcomes from USPTO patents with 853,638 reactions. Task: Predict the reaction yield, written as a fraction of the theoretical maximum amount of product (1.0 means a 100% yield; for example, 0.34 means a 34% yield). (1) The reactants are I[C:2]1[C:6]2[CH:7]=[N:8][CH:9]=[CH:10][C:5]=2[O:4][C:3]=1[C:11]1[CH:16]=[CH:15][C:14]([C:17]2([NH:21][C:22](=[O:28])[O:23][C:24]([CH3:27])([CH3:26])[CH3:25])[CH2:20][CH2:19][CH2:18]2)=[CH:13][CH:12]=1.[C:29]1(B(O)O)[CH:34]=[CH:33][CH:32]=[CH:31][CH:30]=1.[F-].[Cs+].C1(P(C2C=CC=CC=2)C2C=CC=CC=2)C=CC=CC=1.N#N. The catalyst is COCCOC.[Pd+2]. The product is [C:29]1([C:2]2[C:6]3[CH:7]=[N:8][CH:9]=[CH:10][C:5]=3[O:4][C:3]=2[C:11]2[CH:16]=[CH:15][C:14]([C:17]3([NH:21][C:22](=[O:28])[O:23][C:24]([CH3:27])([CH3:26])[CH3:25])[CH2:20][CH2:19][CH2:18]3)=[CH:13][CH:12]=2)[CH:34]=[CH:33][CH:32]=[CH:31][CH:30]=1. The yield is 0.640. (2) The reactants are [C:1]([O:5][C:6]([N:8]1[CH2:11][CH:10]([O:12][C:13]2[CH:18]=[C:17]([Cl:19])[CH:16]=[CH:15][C:14]=2[O:20][CH2:21][C:22]([O:24]CC)=[O:23])[CH2:9]1)=[O:7])([CH3:4])([CH3:3])[CH3:2].[OH-].[Na+].C(Cl)Cl.OS([O-])(=O)=O.[K+]. The catalyst is CO. The product is [C:1]([O:5][C:6]([N:8]1[CH2:11][CH:10]([O:12][C:13]2[CH:18]=[C:17]([Cl:19])[CH:16]=[CH:15][C:14]=2[O:20][CH2:21][C:22]([OH:24])=[O:23])[CH2:9]1)=[O:7])([CH3:4])([CH3:2])[CH3:3]. The yield is 0.570.